From a dataset of Full USPTO retrosynthesis dataset with 1.9M reactions from patents (1976-2016). Predict the reactants needed to synthesize the given product. The reactants are: [CH2:1]([O:4][C:5]1[CH:13]=[C:12]([O:14][CH2:15][CH:16]=[CH2:17])[C:11]([CH2:18][C:19]#[C:20][CH3:21])=[CH:10][C:6]=1[C:7]([OH:9])=O)[CH:2]=[CH2:3].[N:22]1([CH2:28][C:29]2[CH:34]=[CH:33][C:32]([NH2:35])=[CH:31][CH:30]=2)[CH2:27][CH2:26][O:25][CH2:24][CH2:23]1.O.ON1C2C=CC=CC=2N=N1.Cl.C(N=C=NCCCN(C)C)C. Given the product [CH2:1]([O:4][C:5]1[CH:13]=[C:12]([O:14][CH2:15][CH:16]=[CH2:17])[C:11]([CH2:18][C:19]#[C:20][CH3:21])=[CH:10][C:6]=1[C:7]([NH:35][C:32]1[CH:31]=[CH:30][C:29]([CH2:28][N:22]2[CH2:23][CH2:24][O:25][CH2:26][CH2:27]2)=[CH:34][CH:33]=1)=[O:9])[CH:2]=[CH2:3], predict the reactants needed to synthesize it.